This data is from Catalyst prediction with 721,799 reactions and 888 catalyst types from USPTO. The task is: Predict which catalyst facilitates the given reaction. (1) Reactant: O=P12OP3(OP(OP(O3)(O1)=O)(=O)O2)=O.[CH3:15][O:16][C:17]1[CH:18]=[C:19]([NH:25][CH:26]=[C:27]([C:33]([O:35]CC)=O)[C:28]([O:30]CC)=[O:29])[CH:20]=[CH:21][C:22]=1[O:23][CH3:24].O.C(OCC)(=O)C. Product: [OH:35][C:33]1[C:20]2[C:19](=[CH:18][C:17]([O:16][CH3:15])=[C:22]([O:23][CH3:24])[CH:21]=2)[N:25]=[CH:26][C:27]=1[C:28]([OH:30])=[O:29]. The catalyst class is: 641. (2) Reactant: [C:1]([O:5][C:6]([N:8]1[CH:13]2[CH2:14][CH2:15][CH:9]1[C:10](=[O:25])[N:11]([C:16]1[CH:17]=[N:18][C:19]([N+:22]([O-])=O)=[CH:20][CH:21]=1)[CH2:12]2)=[O:7])([CH3:4])([CH3:3])[CH3:2]. Product: [C:1]([O:5][C:6]([N:8]1[CH:13]2[CH2:14][CH2:15][CH:9]1[C:10](=[O:25])[N:11]([C:16]1[CH:17]=[N:18][C:19]([NH2:22])=[CH:20][CH:21]=1)[CH2:12]2)=[O:7])([CH3:4])([CH3:2])[CH3:3]. The catalyst class is: 19.